From a dataset of Forward reaction prediction with 1.9M reactions from USPTO patents (1976-2016). Predict the product of the given reaction. (1) Given the reactants [F:1][C:2]1[CH:7]=[CH:6][C:5]([F:8])=[CH:4][C:3]=1[S:9][CH2:10][CH2:11][N:12]1[CH2:17][CH2:16][O:15][C:14]([CH2:22][CH2:23][CH2:24][C:25]2[C:34]3[C:29](=[CH:30][CH:31]=[C:32]([O:35][CH3:36])[CH:33]=3)[N:28]=[CH:27][C:26]=2[F:37])([C:18]([O:20]C)=[O:19])[CH2:13]1.CO.[OH-].[Na+].Cl, predict the reaction product. The product is: [F:1][C:2]1[CH:7]=[CH:6][C:5]([F:8])=[CH:4][C:3]=1[S:9][CH2:10][CH2:11][N:12]1[CH2:17][CH2:16][O:15][C:14]([CH2:22][CH2:23][CH2:24][C:25]2[C:34]3[C:29](=[CH:30][CH:31]=[C:32]([O:35][CH3:36])[CH:33]=3)[N:28]=[CH:27][C:26]=2[F:37])([C:18]([OH:20])=[O:19])[CH2:13]1. (2) Given the reactants [CH2:1]([C:3]1[CH:8]=[CH:7][CH:6]=[C:5]([CH3:9])[N:4]=1)[CH3:2].[CH2:10](N(CC)CC)C.C([Li])CCC.CI, predict the reaction product. The product is: [CH2:1]([C:3]1[CH:8]=[CH:7][CH:6]=[C:5]([CH2:9][CH3:10])[N:4]=1)[CH3:2]. (3) Given the reactants [C:1]1([C:7]2[O:8][CH:9]=[C:10]([C:12]3[CH:17]=[CH:16][C:15]([NH2:18])=[CH:14][CH:13]=3)[N:11]=2)[CH:6]=[CH:5][CH:4]=[CH:3][CH:2]=1.N1C=CC=CC=1.[Cl:25][C:26]1[CH:34]=[C:33]([Cl:35])[CH:32]=[CH:31][C:27]=1[C:28](Cl)=[O:29], predict the reaction product. The product is: [Cl:25][C:26]1[CH:34]=[C:33]([Cl:35])[CH:32]=[CH:31][C:27]=1[C:28]([NH:18][C:15]1[CH:14]=[CH:13][C:12]([C:10]2[N:11]=[C:7]([C:1]3[CH:2]=[CH:3][CH:4]=[CH:5][CH:6]=3)[O:8][CH:9]=2)=[CH:17][CH:16]=1)=[O:29]. (4) Given the reactants C([O:5][C:6](=[O:34])[C:7]([CH3:33])([S:9][C:10]1[CH:32]=[CH:31][C:13]([C:14]([O:16][CH2:17][C:18]2[N:22]([CH2:23][C:24]3[CH:29]=[CH:28][C:27]([CH3:30])=[CH:26][CH:25]=3)[N:21]=[N:20][CH:19]=2)=[O:15])=[CH:12][CH:11]=1)[CH3:8])(C)(C)C.Cl, predict the reaction product. The product is: [CH3:33][C:7]([S:9][C:10]1[CH:11]=[CH:12][C:13]([C:14]([O:16][CH2:17][C:18]2[N:22]([CH2:23][C:24]3[CH:25]=[CH:26][C:27]([CH3:30])=[CH:28][CH:29]=3)[N:21]=[N:20][CH:19]=2)=[O:15])=[CH:31][CH:32]=1)([CH3:8])[C:6]([OH:34])=[O:5]. (5) Given the reactants [Cl:1][C:2]1[CH:21]=[C:20]([Cl:22])[CH:19]=[CH:18][C:3]=1[CH2:4][NH:5][C@H:6]1[CH2:10][CH2:9][N:8]([C:11]2[N:16]=[CH:15][C:14](Br)=[CH:13][N:12]=2)[CH2:7]1.N.[CH3:24][N:25](C)C=O, predict the reaction product. The product is: [Cl:1][C:2]1[CH:21]=[C:20]([Cl:22])[CH:19]=[CH:18][C:3]=1[CH2:4][NH:5][C@H:6]1[CH2:10][CH2:9][N:8]([C:11]2[N:16]=[CH:15][C:14]([C:24]#[N:25])=[CH:13][N:12]=2)[CH2:7]1. (6) Given the reactants [NH2:1][C:2]1[CH:7]=[CH:6][C:5]([C:8]2[CH:16]=[CH:15][C:14]([C:17]3[N:18]([C:33]([O:35][C:36]([CH3:39])([CH3:38])[CH3:37])=[O:34])[C:19]4[C:24]([CH:25]=3)=[CH:23][C:22]([CH2:26][N:27]3[CH2:32][CH2:31][CH2:30][CH2:29][CH2:28]3)=[CH:21][CH:20]=4)=[C:13]3[C:9]=2[CH2:10][NH:11][C:12]3=[O:40])=[CH:4][CH:3]=1.[O-:41][C:42]#[N:43].[Na+].C(=O)([O-])O.[Na+], predict the reaction product. The product is: [NH:1]([C:2]1[CH:3]=[CH:4][C:5]([C:8]2[CH:16]=[CH:15][C:14]([C:17]3[N:18]([C:33]([O:35][C:36]([CH3:37])([CH3:39])[CH3:38])=[O:34])[C:19]4[C:24]([CH:25]=3)=[CH:23][C:22]([CH2:26][N:27]3[CH2:32][CH2:31][CH2:30][CH2:29][CH2:28]3)=[CH:21][CH:20]=4)=[C:13]3[C:9]=2[CH2:10][NH:11][C:12]3=[O:40])=[CH:6][CH:7]=1)[C:42]([NH2:43])=[O:41]. (7) Given the reactants [Br:1][C:2]1[N:7]=[CH:6][C:5]([OH:8])=[CH:4][CH:3]=1.[H-].[Na+].Cl[CH2:12][O:13][CH3:14].C(=O)(O)[O-].[Na+], predict the reaction product. The product is: [Br:1][C:2]1[CH:3]=[CH:4][C:5]([O:8][CH2:12][O:13][CH3:14])=[CH:6][N:7]=1.